Dataset: Forward reaction prediction with 1.9M reactions from USPTO patents (1976-2016). Task: Predict the product of the given reaction. (1) Given the reactants N[C@@H]1CCN(C2C=CN=C(NCC(C)C)N=2)C1.[C:18]([O:22][C:23](=[O:41])[NH:24][C@@H:25]1[CH2:29][CH2:28][N:27]([C:30]2[CH:35]=[CH:34][N:33]=[C:32](NCC(C)C)[N:31]=2)[CH2:26]1)([CH3:21])([CH3:20])[CH3:19].[ClH:42], predict the reaction product. The product is: [C:18]([O:22][C:23](=[O:41])[NH:24][C@@H:25]1[CH2:29][CH2:28][N:27]([C:30]2[CH:35]=[CH:34][N:33]=[C:32]([Cl:42])[N:31]=2)[CH2:26]1)([CH3:21])([CH3:20])[CH3:19]. (2) Given the reactants [O:1]([C:8]1[CH:9]=[C:10]([CH2:14][C:15]#[N:16])[CH:11]=[CH:12][CH:13]=1)[C:2]1[CH:7]=[CH:6][CH:5]=[CH:4][CH:3]=1.[BH4-].[Na+], predict the reaction product. The product is: [C:2]1([O:1][C:8]2[CH:9]=[C:10]([CH2:14][CH2:15][NH2:16])[CH:11]=[CH:12][CH:13]=2)[CH:7]=[CH:6][CH:5]=[CH:4][CH:3]=1. (3) Given the reactants [O:1]1[C:5]2([CH2:10][CH2:9][CH:8]([CH2:11][CH2:12][N:13]3[CH2:18][CH2:17][N:16]([C:19]4[CH:20]=[C:21]([CH:28]=[CH:29][CH:30]=4)[C:22](N(OC)C)=[O:23])[CH2:15][CH2:14]3)[CH2:7][CH2:6]2)[O:4][CH2:3][CH2:2]1.[CH2:31]([Mg]Br)[CH3:32], predict the reaction product. The product is: [O:4]1[C:5]2([CH2:10][CH2:9][CH:8]([CH2:11][CH2:12][N:13]3[CH2:14][CH2:15][N:16]([C:19]4[CH:20]=[C:21]([C:22](=[O:23])[CH2:31][CH3:32])[CH:28]=[CH:29][CH:30]=4)[CH2:17][CH2:18]3)[CH2:7][CH2:6]2)[O:1][CH2:2][CH2:3]1. (4) Given the reactants Br[CH2:2][C:3]([C:5]1[C:10]([CH3:11])=[CH:9][C:8]([S:12][C:13]2[CH:18]=[N:17][CH:16]=[CH:15][N:14]=2)=[CH:7][C:6]=1[CH3:19])=O.[NH2:20][C:21]([NH2:23])=[S:22], predict the reaction product. The product is: [CH3:19][C:6]1[CH:7]=[C:8]([S:12][C:13]2[CH:18]=[N:17][CH:16]=[CH:15][N:14]=2)[CH:9]=[C:10]([CH3:11])[C:5]=1[C:3]1[N:20]=[C:21]([NH2:23])[S:22][CH:2]=1. (5) The product is: [Br:1][C:2]1[CH:9]=[CH:8][C:5]([CH:6]=[O:7])=[C:4]([N:23]2[CH2:24][CH2:25][N:20]([CH2:19][CH2:18][OH:17])[CH2:21][CH2:22]2)[CH:3]=1. Given the reactants [Br:1][C:2]1[CH:9]=[CH:8][C:5]([CH:6]=[O:7])=[C:4](F)[CH:3]=1.C(=O)([O-])[O-].[K+].[K+].[OH:17][CH2:18][CH2:19][N:20]1[CH2:25][CH2:24][NH:23][CH2:22][CH2:21]1, predict the reaction product. (6) Given the reactants [F:1][C:2]1[CH:7]=[CH:6][C:5]([N:8]=[C:9]=[O:10])=[CH:4][C:3]=1[N+:11]([O-:13])=[O:12].[O:14]([C:21]1[CH:27]=[CH:26][C:24]([NH2:25])=[CH:23][CH:22]=1)[C:15]1[CH:20]=[CH:19][CH:18]=[CH:17][CH:16]=1.ClCCl.C(=O)([O-])[O-].[Na+].[Na+], predict the reaction product. The product is: [F:1][C:2]1[CH:7]=[CH:6][C:5]([NH:8][C:9]([NH:25][C:24]2[CH:23]=[CH:22][C:21]([O:14][C:15]3[CH:20]=[CH:19][CH:18]=[CH:17][CH:16]=3)=[CH:27][CH:26]=2)=[O:10])=[CH:4][C:3]=1[N+:11]([O-:13])=[O:12]. (7) The product is: [CH:13]([N:15]1[CH2:20][CH2:19][N:18]([C:7]2[CH:2]=[CH:3][C:4]([N+:9]([O-:11])=[O:10])=[C:5]([CH3:8])[CH:6]=2)[CH2:17][CH2:16]1)([CH3:14])[CH3:12]. Given the reactants F[C:2]1[CH:7]=[CH:6][C:5]([CH3:8])=[C:4]([N+:9]([O-:11])=[O:10])[CH:3]=1.[CH3:12][CH:13]([N:15]1[CH2:20][CH2:19][NH:18][CH2:17][CH2:16]1)[CH3:14].C(=O)([O-])[O-].[K+].[K+].O, predict the reaction product. (8) Given the reactants Br[C:2]1[C:10]2[N:9]3[CH2:11][CH2:12][CH2:13][NH:14][C:15](=[O:16])[C:8]3=[C:7]([CH3:17])[C:6]=2[CH:5]=[C:4]([C:18]#[N:19])[CH:3]=1.[N:20]1[CH:25]=[CH:24][C:23](B(O)O)=[CH:22][CH:21]=1, predict the reaction product. The product is: [CH3:17][C:7]1[C:6]2[CH:5]=[C:4]([C:18]#[N:19])[CH:3]=[C:2]([C:23]3[CH:24]=[CH:25][N:20]=[CH:21][CH:22]=3)[C:10]=2[N:9]2[CH2:11][CH2:12][CH2:13][NH:14][C:15](=[O:16])[C:8]=12. (9) Given the reactants [Br:1][C:2]1[CH:6]=[CH:5][N:4]([C:7]2[CH:12]=[CH:11][CH:10]=[C:9]([Cl:13])[CH:8]=2)[CH:3]=1.[Li]N1C(C)(C)CCCC1(C)C.CN(C)[CH:27]=[O:28], predict the reaction product. The product is: [Br:1][C:2]1[CH:6]=[CH:5][N:4]([C:7]2[CH:12]=[CH:11][CH:10]=[C:9]([Cl:13])[CH:8]=2)[C:3]=1[CH:27]=[O:28]. (10) Given the reactants [Br:1][C:2]1[CH:7]=[CH:6][C:5]([F:8])=[CH:4][C:3]=1[OH:9].F[C:11]1[CH:16]=[CH:15][CH:14]=[CH:13][N:12]=1, predict the reaction product. The product is: [Br:1][C:2]1[CH:7]=[CH:6][C:5]([F:8])=[CH:4][C:3]=1[O:9][C:11]1[CH:16]=[CH:15][CH:14]=[CH:13][N:12]=1.